This data is from NCI-60 drug combinations with 297,098 pairs across 59 cell lines. The task is: Regression. Given two drug SMILES strings and cell line genomic features, predict the synergy score measuring deviation from expected non-interaction effect. (1) Drug 1: COC1=CC(=CC(=C1O)OC)C2C3C(COC3=O)C(C4=CC5=C(C=C24)OCO5)OC6C(C(C7C(O6)COC(O7)C8=CC=CS8)O)O. Drug 2: CCCS(=O)(=O)NC1=C(C(=C(C=C1)F)C(=O)C2=CNC3=C2C=C(C=N3)C4=CC=C(C=C4)Cl)F. Cell line: HCT116. Synergy scores: CSS=52.2, Synergy_ZIP=1.92, Synergy_Bliss=2.91, Synergy_Loewe=-34.9, Synergy_HSA=1.68. (2) Drug 1: C1CCC(C1)C(CC#N)N2C=C(C=N2)C3=C4C=CNC4=NC=N3. Drug 2: CC1CCC2CC(C(=CC=CC=CC(CC(C(=O)C(C(C(=CC(C(=O)CC(OC(=O)C3CCCCN3C(=O)C(=O)C1(O2)O)C(C)CC4CCC(C(C4)OC)O)C)C)O)OC)C)C)C)OC. Cell line: DU-145. Synergy scores: CSS=35.7, Synergy_ZIP=5.34, Synergy_Bliss=7.87, Synergy_Loewe=-3.27, Synergy_HSA=11.0. (3) Drug 1: CCN(CC)CCNC(=O)C1=C(NC(=C1C)C=C2C3=C(C=CC(=C3)F)NC2=O)C. Drug 2: CC12CCC3C(C1CCC2O)C(CC4=C3C=CC(=C4)O)CCCCCCCCCS(=O)CCCC(C(F)(F)F)(F)F. Cell line: OVCAR-5. Synergy scores: CSS=0.777, Synergy_ZIP=0.166, Synergy_Bliss=-0.189, Synergy_Loewe=-2.56, Synergy_HSA=-1.68.